This data is from Experimentally validated miRNA-target interactions with 360,000+ pairs, plus equal number of negative samples. The task is: Binary Classification. Given a miRNA mature sequence and a target amino acid sequence, predict their likelihood of interaction. The miRNA is hsa-miR-1295b-3p with sequence AAUAGGCCACGGAUCUGGGCAA. Result: 0 (no interaction). The protein sequence of the target gene is MALPFALLMALVVLSCKSSCSLDCDLPQTHSLGHRRTMMLLAQMRRISLFSCLKDRHDFRFPQEEFDGNQFQKAEAISVLHEVIQQTFNLFSTKDSSVAWDERLLDKLYTELYQQLNDLEACVMQEVWVGGTPLMNEDSILAVRKYFQRITLYLTEKKYSPCAWEVVRAEIMRSFSSSRNLQERLRRKE.